From a dataset of Catalyst prediction with 721,799 reactions and 888 catalyst types from USPTO. Predict which catalyst facilitates the given reaction. (1) Reactant: [O:1]=[C:2]1[NH:11][C:10]2[N:9]=[C:8]([CH2:12][N:13]([CH:21]3[CH2:26][CH2:25][N:24](C(=O)C(F)(F)F)[CH2:23][CH2:22]3)[C:14](=[O:20])[O:15][C:16]([CH3:19])([CH3:18])[CH3:17])[CH:7]=[CH:6][C:5]=2[CH2:4][CH2:3]1.C(=O)([O-])[O-].[K+].[K+].O.C(=O)([O-])O.[Na+]. Product: [O:1]=[C:2]1[NH:11][C:10]2[N:9]=[C:8]([CH2:12][N:13]([CH:21]3[CH2:26][CH2:25][NH:24][CH2:23][CH2:22]3)[C:14](=[O:20])[O:15][C:16]([CH3:19])([CH3:18])[CH3:17])[CH:7]=[CH:6][C:5]=2[CH2:4][CH2:3]1. The catalyst class is: 254. (2) Reactant: [NH:1]1[CH:5]=[C:4]([C:6]([OH:8])=[O:7])[N:3]=[CH:2]1.Cl[C:10]1[N:15]=[CH:14][C:13]([C:16]#[N:17])=[CH:12][CH:11]=1.C(N(CC)C(C)C)(C)C. Product: [C:16]([C:13]1[CH:12]=[CH:11][C:10]([N:1]2[CH:5]=[C:4]([C:6]([OH:8])=[O:7])[N:3]=[CH:2]2)=[N:15][CH:14]=1)#[N:17]. The catalyst class is: 9. (3) Reactant: [Cl:1][C:2]1[CH:3]=[C:4]([NH:9][C:10]2[C:15]3[C:16]4[CH2:24][CH2:23][C:22]5[C:18](=[CH:19][N:20]([CH2:25][CH2:26][OH:27])[N:21]=5)[C:17]=4[S:28][C:14]=3[N:13]=[CH:12][N:11]=2)[CH:5]=[CH:6][C:7]=1[F:8].ClC1C(=O)C(C#N)=C(C#N)C(=O)C=1Cl. The catalyst class is: 12. Product: [Cl:1][C:2]1[CH:3]=[C:4]([NH:9][C:10]2[N:11]=[CH:12][N:13]=[C:14]3[C:15]=2[C:16]2[CH:24]=[CH:23][C:22]4[C:18](=[CH:19][N:20]([CH2:25][CH2:26][OH:27])[N:21]=4)[C:17]=2[S:28]3)[CH:5]=[CH:6][C:7]=1[F:8]. (4) Reactant: [CH3:1][S:2]([O:5][C:6]1[CH:11]=[CH:10][C:9]([OH:12])=[CH:8][CH:7]=1)(=[O:4])=[O:3].CC1C=CC(S(O[CH2:24][CH2:25][C:26]2[CH:31]=[CH:30][C:29]([NH:32][C:33]([O:35][C:36]([CH3:39])([CH3:38])[CH3:37])=[O:34])=[CH:28][CH:27]=2)(=O)=O)=CC=1.C(=O)([O-])[O-].[K+].[K+].O. Product: [CH3:1][S:2]([O:5][C:6]1[CH:11]=[CH:10][C:9]([O:12][CH2:24][CH2:25][C:26]2[CH:27]=[CH:28][C:29]([NH:32][C:33]([O:35][C:36]([CH3:37])([CH3:39])[CH3:38])=[O:34])=[CH:30][CH:31]=2)=[CH:8][CH:7]=1)(=[O:4])=[O:3]. The catalyst class is: 10.